From a dataset of Forward reaction prediction with 1.9M reactions from USPTO patents (1976-2016). Predict the product of the given reaction. Given the reactants C.[CH2:2](N1CCCC1=O)C.[C:10]1([C:16]2[CH:21]=[CH:20][CH:19]=[CH:18][CH:17]=2)[CH:15]=[CH:14][CH:13]=[CH:12][CH:11]=1.[C:22]1([NH2:29])[CH:27]=[CH:26][CH:25]=[CH:24][C:23]=1[NH2:28], predict the reaction product. The product is: [C:10]1([C:16]2[CH:17]=[CH:18][CH:19]=[CH:20][CH:21]=2)[CH:15]=[CH:14][CH:13]=[CH:12][CH:11]=1.[C:22]1([NH2:29])[CH:27]=[CH:26][CH:25]=[CH:24][C:23]=1[NH2:28].[CH4:2].